From a dataset of Full USPTO retrosynthesis dataset with 1.9M reactions from patents (1976-2016). Predict the reactants needed to synthesize the given product. Given the product [N:42]1[CH:41]=[C:40]([C:38]([NH:37][C:35]2[CH:36]=[C:31]([C:29]3[N:28]=[C:12]([CH:10]4[CH2:9][N:8]([C:1]([O:3][C:4]([CH3:5])([CH3:6])[CH3:7])=[O:2])[CH2:11]4)[O:14][N:30]=3)[CH:32]=[CH:33][C:34]=2[CH3:49])=[O:39])[N:44]2[CH:45]=[CH:46][CH:47]=[CH:48][C:43]=12, predict the reactants needed to synthesize it. The reactants are: [C:1]([N:8]1[CH2:11][CH:10]([C:12]([OH:14])=O)[CH2:9]1)([O:3][C:4]([CH3:7])([CH3:6])[CH3:5])=[O:2].C1N=CN(C(N2C=NC=C2)=O)C=1.O[N:28]=[C:29]([C:31]1[CH:32]=[CH:33][C:34]([CH3:49])=[C:35]([NH:37][C:38]([C:40]2[N:44]3[CH:45]=[CH:46][CH:47]=[CH:48][C:43]3=[N:42][CH:41]=2)=[O:39])[CH:36]=1)[NH2:30].